From a dataset of Reaction yield outcomes from USPTO patents with 853,638 reactions. Predict the reaction yield, written as a fraction of the theoretical maximum amount of product (1.0 means a 100% yield; for example, 0.34 means a 34% yield). (1) The reactants are [OH:1][C:2]1([C:12]2[CH:19]=[CH:18][C:15]([C:16]#[N:17])=[CH:14][CH:13]=2)[CH2:11][CH2:10][C:5]2(OCC[O:6]2)[CH2:4][CH2:3]1.C([O-])(O)=O.[Na+].C(OCC)(=O)C.CCCCCC. The catalyst is C1COCC1.Cl. The product is [OH:1][C:2]1([C:12]2[CH:13]=[CH:14][C:15]([C:16]#[N:17])=[CH:18][CH:19]=2)[CH2:3][CH2:4][C:5](=[O:6])[CH2:10][CH2:11]1. The yield is 0.950. (2) The reactants are [O:1]=[CH:2][C@@H:3]([C@@H:5]([C@@H:7]([CH2:9][OH:10])[OH:8])[OH:6])[OH:4].S(=O)(=O)(O)O.C([O-])(O)=O.[Na+].[CH3:21][C:22]([CH3:24])=O. No catalyst specified. The product is [CH3:21][C:22]1([CH3:24])[O:4][C@@H:3]2[C@@H:5]([C@@H:7]([CH2:9][OH:10])[O:8][CH:2]2[OH:1])[O:6]1. The yield is 0.673. (3) The reactants are [NH2:1][C:2]1[C:7]([NH2:8])=[C:6]([C:9]2[CH:27]=[CH:26][C:12]([CH2:13][NH:14][C:15]([C:17]3[O:21][N:20]=[C:19]([C:22]([CH3:25])([CH3:24])[CH3:23])[N:18]=3)=[O:16])=[C:11]([F:28])[CH:10]=2)[CH:5]=[CH:4][N:3]=1.[CH3:29][O:30][C:31]1[C:36]([CH:37]=O)=[CH:35][CH:34]=[CH:33][N:32]=1.CN(C=O)C. No catalyst specified. The product is [C:22]([C:19]1[N:18]=[C:17]([C:15]([NH:14][CH2:13][C:12]2[CH:26]=[CH:27][C:9]([C:6]3[CH:5]=[CH:4][N:3]=[C:2]4[NH:1][C:37]([C:36]5[C:31]([O:30][CH3:29])=[N:32][CH:33]=[CH:34][CH:35]=5)=[N:8][C:7]=34)=[CH:10][C:11]=2[F:28])=[O:16])[O:21][N:20]=1)([CH3:23])([CH3:24])[CH3:25]. The yield is 0.0800. (4) The reactants are [OH-:1].[K+].[C:3]1([CH:9]([C:13]2[CH:18]=[CH:17][CH:16]=[CH:15][CH:14]=2)C(=O)C)[CH:8]=[CH:7][CH:6]=[CH:5][CH:4]=1.[Br:19][C:20]1[CH:25]=[CH:24][C:23]([C:26]([C:28]([C:30]2[CH:35]=[CH:34][C:33]([Br:36])=[CH:32][CH:31]=2)=O)=O)=[CH:22][CH:21]=1.CO.[CH2:39](O)[CH3:40]. No catalyst specified. The product is [C:13]1([C:9]2[C:3](=[O:1])[C:8]([C:7]3[CH:6]=[CH:5][CH:4]=[CH:40][CH:39]=3)=[C:28]([C:30]3[CH:35]=[CH:34][C:33]([Br:36])=[CH:32][CH:31]=3)[C:26]=2[C:23]2[CH:24]=[CH:25][C:20]([Br:19])=[CH:21][CH:22]=2)[CH:14]=[CH:15][CH:16]=[CH:17][CH:18]=1. The yield is 0.840. (5) The reactants are [F:1][C:2]1[CH:3]=[C:4]2[C:8](=[CH:9][CH:10]=1)[N:7]([C:11]1[CH:16]=[CH:15][C:14]([O:17][CH2:18][C:19]3[CH:24]=[CH:23][CH:22]=[CH:21][CH:20]=3)=[CH:13][CH:12]=1)[C:6]([CH3:25])=[C:5]2[CH:26]=O.Cl.[NH2:29][OH:30].CO. The catalyst is N1C=CC=CC=1. The product is [F:1][C:2]1[CH:3]=[C:4]2[C:8](=[CH:9][CH:10]=1)[N:7]([C:11]1[CH:16]=[CH:15][C:14]([O:17][CH2:18][C:19]3[CH:24]=[CH:23][CH:22]=[CH:21][CH:20]=3)=[CH:13][CH:12]=1)[C:6]([CH3:25])=[C:5]2[CH:26]=[N:29][OH:30]. The yield is 0.880.